From a dataset of Full USPTO retrosynthesis dataset with 1.9M reactions from patents (1976-2016). Predict the reactants needed to synthesize the given product. (1) Given the product [CH2:22]([O:20][C:19]([C:9]1[CH:10]=[CH:11][C:12]2[C:17](=[CH:16][C:15]([O:18][CH2:22][C:23]3[CH:28]=[CH:27][CH:26]=[CH:25][CH:24]=3)=[CH:14][CH:13]=2)[C:8]=1[O:7][CH2:19][C:9]1[CH:10]=[CH:11][CH:12]=[CH:17][CH:8]=1)=[O:21])[C:23]1[CH:28]=[CH:27][CH:26]=[CH:25][CH:24]=1, predict the reactants needed to synthesize it. The reactants are: C([O-])([O-])=O.[K+].[K+].[OH:7][C:8]1[C:17]2[C:12](=[CH:13][CH:14]=[C:15]([OH:18])[CH:16]=2)[CH:11]=[CH:10][C:9]=1[C:19]([OH:21])=[O:20].[CH2:22](Cl)[C:23]1[CH:28]=[CH:27][CH:26]=[CH:25][CH:24]=1. (2) Given the product [NH2:1][C:4]1[CH:5]=[CH:6][C:7]2[N:11]=[C:10]([C:12]([O:14][CH2:15][CH3:16])=[O:13])[NH:9][C:8]=2[CH:17]=1, predict the reactants needed to synthesize it. The reactants are: [N+:1]([C:4]1[CH:5]=[CH:6][C:7]2[N:11]=[C:10]([C:12]([O:14][CH2:15][CH3:16])=[O:13])[NH:9][C:8]=2[CH:17]=1)([O-])=O.